Dataset: Reaction yield outcomes from USPTO patents with 853,638 reactions. Task: Predict the reaction yield, written as a fraction of the theoretical maximum amount of product (1.0 means a 100% yield; for example, 0.34 means a 34% yield). (1) The reactants are [CH3:1][O:2][C:3]([C:5]1[CH2:6][N:7]([C:20]([O:22][C:23]([CH3:26])([CH3:25])[CH3:24])=[O:21])[CH2:8][CH2:9][C:10]=1[NH:11][CH:12]([C:14]1[CH:19]=[CH:18][CH:17]=[CH:16][CH:15]=1)[CH3:13])=[O:4].C(O[BH-](OC(=O)C)OC(=O)C)(=O)C.[Na+].C(=O)(O)[O-].[Na+]. The catalyst is C(O)(=O)C.C(#N)C. The product is [CH3:1][O:2][C:3]([CH:5]1[CH:10]([NH:11][CH:12]([C:14]2[CH:19]=[CH:18][CH:17]=[CH:16][CH:15]=2)[CH3:13])[CH2:9][CH2:8][N:7]([C:20]([O:22][C:23]([CH3:24])([CH3:26])[CH3:25])=[O:21])[CH2:6]1)=[O:4]. The yield is 0.625. (2) The product is [CH3:1][O:2][C:3]([C:5]1[CH:6]=[CH:7][CH:8]=[C:9]2[C:14]=1[N:13]=[CH:12][C:11]([OH:18])=[CH:10]2)=[O:4]. The catalyst is CC(O)=O. The yield is 0.440. The reactants are [CH3:1][O:2][C:3]([C:5]1[CH:6]=[CH:7][CH:8]=[C:9]2[C:14]=1[N:13]=[CH:12][CH:11]=[CH:10]2)=[O:4].OO.C([O-])(O)=[O:18].[Na+]. (3) The reactants are [Br:1][C:2]1[CH:11]=[C:10]2[C:5]([CH:6]=[CH:7][C:8]([CH:12]=O)=[N:9]2)=[CH:4][CH:3]=1.[CH3:14][NH2:15].[BH4-].[Na+].[C:18](O[C:18]([O:20][C:21]([CH3:24])([CH3:23])[CH3:22])=[O:19])([O:20][C:21]([CH3:24])([CH3:23])[CH3:22])=[O:19]. The catalyst is CO.ClCCl. The product is [C:21]([O:20][C:18](=[O:19])[N:15]([CH2:12][C:8]1[CH:7]=[CH:6][C:5]2[C:10](=[CH:11][C:2]([Br:1])=[CH:3][CH:4]=2)[N:9]=1)[CH3:14])([CH3:24])([CH3:23])[CH3:22]. The yield is 0.590. (4) The yield is 0.830. The reactants are C([NH:8][C:9]1[C:10]([CH3:30])=[C:11]([CH3:29])[C:12]2[O:16][C@@H:15]([CH3:17])[C@@H:14]([C:18]3[CH:23]=[CH:22][C:21]([CH:24]([CH3:26])[CH3:25])=[CH:20][CH:19]=3)[C:13]=2[C:27]=1[CH3:28])C1C=CC=CC=1. The product is [CH:24]([C:21]1[CH:22]=[CH:23][C:18]([C@H:14]2[C:13]3[C:27]([CH3:28])=[C:9]([NH2:8])[C:10]([CH3:30])=[C:11]([CH3:29])[C:12]=3[O:16][C@H:15]2[CH3:17])=[CH:19][CH:20]=1)([CH3:26])[CH3:25]. The catalyst is CCCCCC. (5) The reactants are [Cl:1][C:2]1[CH:3]=[C:4]([C:8]2[O:12][N:11]=[C:10]([CH:13](O)[CH3:14])[N:9]=2)[CH:5]=[CH:6][CH:7]=1.O=S(Cl)[Cl:18]. The catalyst is CN(C=O)C. The product is [Cl:18][CH:13]([C:10]1[N:9]=[C:8]([C:4]2[CH:5]=[CH:6][CH:7]=[C:2]([Cl:1])[CH:3]=2)[O:12][N:11]=1)[CH3:14]. The yield is 0.930. (6) The reactants are [N+:1]([C:4]1[CH:5]=[C:6]2[C:10](=[CH:11][CH:12]=1)[NH:9][C:8]([C:13]([O:15][C:16]([CH3:19])([CH3:18])[CH3:17])=[O:14])=[CH:7]2)([O-])=O. The catalyst is [Pd].CO.C1COCC1. The product is [NH2:1][C:4]1[CH:5]=[C:6]2[C:10](=[CH:11][CH:12]=1)[NH:9][C:8]([C:13]([O:15][C:16]([CH3:19])([CH3:18])[CH3:17])=[O:14])=[CH:7]2. The yield is 0.970. (7) The reactants are C(ON=O)CC(C)C.I[CH2:10][I:11].[NH2:12][C:13]1[N:17]([CH2:18][CH:19]([CH3:21])[CH3:20])[C:16]([CH2:22][CH2:23][CH3:24])=[N:15][C:14]=1C#N. The catalyst is C(Cl)(Cl)Cl. The product is [I:11][C:10]1[N:17]([CH2:18][CH:19]([CH3:21])[CH3:20])[C:16]([CH2:22][CH2:23][CH3:24])=[N:15][C:14]=1[C:13]#[N:12]. The yield is 0.513.